From a dataset of Forward reaction prediction with 1.9M reactions from USPTO patents (1976-2016). Predict the product of the given reaction. (1) Given the reactants [OH:1][C:2]1[CH:8]=[CH:7][C:5]([NH2:6])=[C:4]([N+:9]([O-:11])=[O:10])[CH:3]=1.[CH3:12][O:13][CH2:14][CH2:15]O.C(P(CCCC)CCCC)CCC.N(C(N1CCCCC1)=O)=NC(N1CCCCC1)=O, predict the reaction product. The product is: [CH3:12][O:13][CH2:14][CH2:15][O:1][C:2]1[CH:8]=[CH:7][C:5]([NH2:6])=[C:4]([N+:9]([O-:11])=[O:10])[CH:3]=1. (2) Given the reactants [Br:1][C:2]1[CH:3]=[C:4]([CH:9]([CH2:15][CH:16]([CH3:18])[CH3:17])[C:10]([O:12]CC)=[O:11])[CH:5]=[CH:6][C:7]=1[OH:8].[N+:19]([O-])([OH:21])=[O:20], predict the reaction product. The product is: [Br:1][C:2]1[CH:3]=[C:4]([CH:9]([CH2:15][CH:16]([CH3:18])[CH3:17])[C:10]([OH:12])=[O:11])[CH:5]=[C:6]([N+:19]([O-:21])=[O:20])[C:7]=1[OH:8]. (3) Given the reactants [CH2:1]([O:3][C:4]1[C:9]2[O:10][CH:11]([CH3:15])[C:12](=[O:14])[NH:13][C:8]=2[CH:7]=[C:6]([CH:16]=O)[CH:5]=1)[CH3:2].[CH3:18][NH:19][C:20](=[O:33])[C:21]1[CH:26]=[CH:25][C:24]([N:27]2[CH2:32][CH2:31][NH:30][CH2:29][CH2:28]2)=[CH:23][CH:22]=1, predict the reaction product. The product is: [CH2:1]([O:3][C:4]1[C:9]2[O:10][CH:11]([CH3:15])[C:12](=[O:14])[NH:13][C:8]=2[CH:7]=[C:6]([CH2:16][N:30]2[CH2:29][CH2:28][N:27]([C:24]3[CH:23]=[CH:22][C:21]([C:20]([NH:19][CH3:18])=[O:33])=[CH:26][CH:25]=3)[CH2:32][CH2:31]2)[CH:5]=1)[CH3:2]. (4) Given the reactants [CH3:1][S:2][C:3]1[CH:4]=[CH:5][C:6]([C:9](=[CH:15][CH:16]2[CH2:21][CH2:20][O:19][CH2:18][CH2:17]2)[C:10]([O:12][CH2:13][CH3:14])=[O:11])=[N:7][CH:8]=1.[BH4-].[Na+].[Cl-].[NH4+], predict the reaction product. The product is: [CH3:1][S:2][C:3]1[CH:4]=[CH:5][C:6]([CH:9]([CH2:15][CH:16]2[CH2:21][CH2:20][O:19][CH2:18][CH2:17]2)[C:10]([O:12][CH2:13][CH3:14])=[O:11])=[N:7][CH:8]=1. (5) Given the reactants [NH2:1][C:2]1[N:7]=[C:6]([NH2:8])[C:5]([CH2:9][C:10]2[CH:21]=[C:20]([O:22][CH3:23])[C:13]([O:14][CH2:15][C:16]([O:18]C)=[O:17])=[C:12]([O:24][CH3:25])[CH:11]=2)=[CH:4][N:3]=1.O.[Li+].[OH-], predict the reaction product. The product is: [NH2:1][C:2]1[N:7]=[C:6]([NH2:8])[C:5]([CH2:9][C:10]2[CH:21]=[C:20]([O:22][CH3:23])[C:13]([O:14][CH2:15][C:16]([OH:18])=[O:17])=[C:12]([O:24][CH3:25])[CH:11]=2)=[CH:4][N:3]=1.